Dataset: Catalyst prediction with 721,799 reactions and 888 catalyst types from USPTO. Task: Predict which catalyst facilitates the given reaction. (1) The catalyst class is: 11. Reactant: O.C1(C)C=CC(S(O)(=O)=O)=CC=1.[F:13][C:14]1[C:19]([F:20])=[C:18]([O:21][CH2:22][CH3:23])[CH:17]=[C:16]([CH3:24])[C:15]=1[CH:25](O)[CH2:26][CH:27]1[CH2:32][CH2:31][CH:30]([CH:33]2[CH2:38][CH2:37][CH:36]([CH2:39][CH2:40][CH3:41])[CH2:35][CH2:34]2)[CH2:29][CH2:28]1.O. Product: [F:13][C:14]1[C:19]([F:20])=[C:18]([O:21][CH2:22][CH3:23])[CH:17]=[C:16]([CH3:24])[C:15]=1[CH:25]=[CH:26][CH:27]1[CH2:32][CH2:31][CH:30]([CH:33]2[CH2:38][CH2:37][CH:36]([CH2:39][CH2:40][CH3:41])[CH2:35][CH2:34]2)[CH2:29][CH2:28]1. (2) Reactant: CN(C)C(N(C)C)=N.[CH3:9][O:10][C:11](=[O:40])[CH:12](P(OC)(OC)=O)[NH:13][C:14](=[O:33])[C:15]1[CH:20]=[CH:19][C:18]([CH:21]([OH:31])[CH2:22][CH2:23][C:24]2[CH:29]=[CH:28][CH:27]=[C:26]([OH:30])[CH:25]=2)=[CH:17][C:16]=1[Cl:32].[N:41]1[C:50]2[C:45](=[CH:46][CH:47]=[CH:48][CH:49]=2)[CH:44]=[C:43]([CH:51]=O)[CH:42]=1. Product: [CH3:9][O:10][C:11](=[O:40])/[C:12](/[NH:13][C:14](=[O:33])[C:15]1[CH:20]=[CH:19][C:18]([CH:21]([OH:31])[CH2:22][CH2:23][C:24]2[CH:29]=[CH:28][CH:27]=[C:26]([OH:30])[CH:25]=2)=[CH:17][C:16]=1[Cl:32])=[CH:51]/[C:43]1[CH:42]=[N:41][C:50]2[C:45]([CH:44]=1)=[CH:46][CH:47]=[CH:48][CH:49]=2. The catalyst class is: 7. (3) Reactant: [Cl:1][C:2]1[CH:3]=[CH:4][C:5]2[N:6]([C:8]([CH3:19])=[C:9]([NH:11]C(=O)OC(C)(C)C)[N:10]=2)[CH:7]=1.CO. The catalyst class is: 89. Product: [ClH:1].[NH2:11][C:9]1[N:10]=[C:5]2[CH:4]=[CH:3][C:2]([Cl:1])=[CH:7][N:6]2[C:8]=1[CH3:19]. (4) Product: [Br:20][C:17]1[N:18]=[C:19]2[C:11]([C:9]([NH:8][CH:4]3[CH2:5][CH2:6][CH2:7][CH:2]([NH:1][C:26](=[O:27])[O:25][C:22]([CH3:24])([CH3:23])[CH3:21])[CH2:3]3)=[O:10])=[CH:12][NH:13][C:14]2=[N:15][CH:16]=1. The catalyst class is: 1. Reactant: [NH2:1][CH:2]1[CH2:7][CH2:6][CH2:5][CH:4]([NH:8][C:9]([C:11]2[C:19]3[C:14](=[N:15][CH:16]=[C:17]([Br:20])[N:18]=3)[NH:13][CH:12]=2)=[O:10])[CH2:3]1.[CH3:21][C:22]([O:25][C:26](O[C:26]([O:25][C:22]([CH3:24])([CH3:23])[CH3:21])=[O:27])=[O:27])([CH3:24])[CH3:23].C([O-])([O-])=O.[Na+].[Na+].O. (5) Reactant: [Cl:1][CH2:2][CH2:3][CH2:4][S:5]([N:8](S(CCCCl)(=O)=O)[C:9]1[C:10]([F:22])=[C:11]([CH:16]=[C:17]([N+:19]([O-:21])=[O:20])[CH:18]=1)[C:12]([O:14]C)=[O:13])(=[O:7])=[O:6].[OH-].[Na+]. Product: [Cl:1][CH2:2][CH2:3][CH2:4][S:5]([NH:8][C:9]1[C:10]([F:22])=[C:11]([CH:16]=[C:17]([N+:19]([O-:21])=[O:20])[CH:18]=1)[C:12]([OH:14])=[O:13])(=[O:7])=[O:6]. The catalyst class is: 5. (6) The catalyst class is: 5. Product: [Cl:1][C:2]1[CH:3]=[C:4]2[C:9](=[CH:10][C:11]=1[N:12]1[CH2:17][C:16]3[C:18]([CH:24]4[CH2:25][CH2:26]4)=[N:19][C:20]([C:22]4[NH:42][N:41]=[C:38]([CH3:39])[N:23]=4)=[CH:21][C:15]=3[NH:14][C:13]1=[O:27])[O:8][CH:7]([C:28]1[C:33]([F:34])=[CH:32][CH:31]=[CH:30][N:29]=1)[CH2:6][CH2:5]2. Reactant: [Cl:1][C:2]1[CH:3]=[C:4]2[C:9](=[CH:10][C:11]=1[N:12]1[CH2:17][C:16]3[C:18]([CH:24]4[CH2:26][CH2:25]4)=[N:19][C:20]([C:22]#[N:23])=[CH:21][C:15]=3[NH:14][C:13]1=[O:27])[O:8][CH:7]([C:28]1[C:33]([F:34])=[CH:32][CH:31]=[CH:30][N:29]=1)[CH2:6][CH2:5]2.C[O-].[Na+].[C:38]([NH:41][NH2:42])(=O)[CH3:39].Cl. (7) Reactant: [Cl:1][CH2:2][C:3](Cl)=[O:4].[F:6][C:7]1[CH:12]=[CH:11][C:10]([C@H:13]([OH:23])[CH2:14][NH:15][CH2:16][C:17]2[CH:22]=[CH:21][CH:20]=[CH:19][CH:18]=2)=[CH:9][CH:8]=1.[OH-].[Na+]. Product: [F:6][C:7]1[CH:8]=[CH:9][C:10]([C@H:13]([OH:23])[CH2:14][N:15]([CH2:16][C:17]2[CH:18]=[CH:19][CH:20]=[CH:21][CH:22]=2)[C:3](=[O:4])[CH2:2][Cl:1])=[CH:11][CH:12]=1. The catalyst class is: 4. (8) Reactant: [Cl:1][C:2]1[CH:7]=[CH:6][C:5](I)=[CH:4][N:3]=1.[NH:9]1[CH2:13][CH2:12][CH2:11][C:10]1=[O:14].C([O-])([O-])=O.[K+].[K+].CNCCNC. Product: [Cl:1][C:2]1[N:3]=[CH:4][C:5]([N:9]2[CH2:13][CH2:12][CH2:11][C:10]2=[O:14])=[CH:6][CH:7]=1. The catalyst class is: 185. (9) Reactant: [C:1]([CH2:3][CH2:4][NH:5][CH2:6][C:7]([O:9][CH2:10][CH3:11])=[O:8])#[N:2].Cl[C:13]1[CH:18]=[C:17]([CH3:19])[N:16]=[C:15](S(C)(=O)=O)[N:14]=1.C(N(C(C)C)CC)(C)C.[NH:33]1[CH:37]=[CH:36][N:35]=[CH:34]1. Product: [C:1]([CH2:3][CH2:4][N:5]([C:13]1[CH:18]=[C:17]([CH3:19])[N:16]=[C:15]([N:33]2[CH:37]=[CH:36][N:35]=[CH:34]2)[N:14]=1)[CH2:6][C:7]([O:9][CH2:10][CH3:11])=[O:8])#[N:2]. The catalyst class is: 16. (10) Reactant: [NH2:1][C:2]1[CH:7]=[CH:6][C:5]([C:8]2[C:9]([NH2:24])=[N:10][C:11]([NH2:23])=[N:12][C:13]=2[CH2:14][O:15][CH2:16][C:17]2[CH:22]=[CH:21][CH:20]=[CH:19][CH:18]=2)=[CH:4][CH:3]=1.CN(C=O)C.[CH2:30]([O:34][C:35](Cl)=[O:36])[CH:31]([CH3:33])[CH3:32]. Product: [NH2:23][C:11]1[N:10]=[C:9]([NH2:24])[C:8]([C:5]2[CH:6]=[CH:7][C:2]([NH:1][C:35](=[O:36])[O:34][CH2:30][CH:31]([CH3:33])[CH3:32])=[CH:3][CH:4]=2)=[C:13]([CH2:14][O:15][CH2:16][C:17]2[CH:22]=[CH:21][CH:20]=[CH:19][CH:18]=2)[N:12]=1. The catalyst class is: 5.